Dataset: Full USPTO retrosynthesis dataset with 1.9M reactions from patents (1976-2016). Task: Predict the reactants needed to synthesize the given product. (1) Given the product [CH:1]1([C:4]([N:6]2[CH2:10][CH2:9][C@@H:8]([CH2:11][N:12]3[C:13]4[CH:18]=[CH:17][C:16]([CH3:19])=[CH:15][C:14]=4[N:20]=[C:32]3[C:31]3[CH:30]=[CH:29][C:28]([C:25]4[CH:26]=[CH:27][C:22]([F:21])=[CH:23][CH:24]=4)=[CH:35][CH:34]=3)[CH2:7]2)=[O:5])[CH2:3][CH2:2]1, predict the reactants needed to synthesize it. The reactants are: [CH:1]1([C:4]([N:6]2[CH2:10][CH2:9][C@@H:8]([CH2:11][NH:12][C:13]3[C:14]([NH2:20])=[CH:15][C:16]([CH3:19])=[CH:17][CH:18]=3)[CH2:7]2)=[O:5])[CH2:3][CH2:2]1.[F:21][C:22]1[CH:27]=[CH:26][C:25]([C:28]2[CH:35]=[CH:34][C:31]([CH:32]=O)=[CH:30][CH:29]=2)=[CH:24][CH:23]=1.OOS([O-])=O.[K+]. (2) Given the product [Cl:1][C:2]1[CH:10]=[CH:9][C:8]2[N:7](/[CH:33]=[C:34](/[C:36]3[CH:41]=[CH:40][CH:39]=[CH:38][C:37]=3[Cl:42])\[CH3:35])[C:6]3[CH2:11][CH2:12][N:13]([CH3:15])[CH2:14][C:5]=3[C:4]=2[CH:3]=1, predict the reactants needed to synthesize it. The reactants are: [Cl:1][C:2]1[CH:10]=[CH:9][C:8]2[NH:7][C:6]3[CH2:11][CH2:12][N:13]([CH3:15])[CH2:14][C:5]=3[C:4]=2[CH:3]=1.N1CCC[C@H]1C(O)=O.P([O-])([O-])([O-])=O.[K+].[K+].[K+].Br[CH:33]=[C:34]([C:36]1[CH:41]=[CH:40][CH:39]=[CH:38][C:37]=1[Cl:42])[CH3:35]. (3) Given the product [CH2:25]([N:32]1[CH2:37][CH2:36][N:35]([CH2:21][C:18]2[CH:19]=[CH:20][C:15]([C:12]3[CH:13]=[CH:14][C:9]([C:3]([OH:8])([C:4]([F:7])([F:6])[F:5])[C:2]([F:24])([F:23])[F:1])=[CH:10][CH:11]=3)=[CH:16][CH:17]=2)[CH2:34][CH2:33]1)[C:26]1[CH:27]=[CH:28][CH:29]=[CH:30][CH:31]=1, predict the reactants needed to synthesize it. The reactants are: [F:1][C:2]([F:24])([F:23])[C:3]([C:9]1[CH:14]=[CH:13][C:12]([C:15]2[CH:20]=[CH:19][C:18]([CH:21]=O)=[CH:17][CH:16]=2)=[CH:11][CH:10]=1)([OH:8])[C:4]([F:7])([F:6])[F:5].[CH2:25]([N:32]1[CH2:37][CH2:36][NH:35][CH2:34][CH2:33]1)[C:26]1[CH:31]=[CH:30][CH:29]=[CH:28][CH:27]=1.C(=O)C1C=CN=CC=1.